From a dataset of Choline transporter screen with 302,306 compounds. Binary Classification. Given a drug SMILES string, predict its activity (active/inactive) in a high-throughput screening assay against a specified biological target. (1) The drug is Ic1cc(Cl)c(NC=2NCCN2)c(Cl)c1. The result is 1 (active). (2) The molecule is Clc1cc(S(=O)(=O)N2CCC(CC2)C(=O)N2CCc3c(C2)cccc3)ccc1OC. The result is 0 (inactive). (3) The drug is Clc1cc(NC(=O)CSC(C)C(=O)Nc2noc(c2)C)c(N2CCN(CC2)C)cc1. The result is 0 (inactive).